Dataset: Peptide-MHC class II binding affinity with 134,281 pairs from IEDB. Task: Regression. Given a peptide amino acid sequence and an MHC pseudo amino acid sequence, predict their binding affinity value. This is MHC class II binding data. (1) The peptide sequence is GELQIVTKIDAAFKI. The MHC is DRB5_0101 with pseudo-sequence DRB5_0101. The binding affinity (normalized) is 0.725. (2) The binding affinity (normalized) is 0.0337. The MHC is HLA-DQA10401-DQB10402 with pseudo-sequence HLA-DQA10401-DQB10402. The peptide sequence is FERLAITKGKVDPTD.